Dataset: Full USPTO retrosynthesis dataset with 1.9M reactions from patents (1976-2016). Task: Predict the reactants needed to synthesize the given product. Given the product [Cl:3][CH2:4][CH2:5][CH2:6][CH:7]([CH:12]1[CH2:17][CH2:16][CH2:15][CH2:14][CH2:13]1)[C:8]([OH:10])=[O:9], predict the reactants needed to synthesize it. The reactants are: [OH-].[Na+].[Cl:3][CH2:4][CH2:5][CH2:6][CH:7]([CH:12]1[CH2:17][CH2:16][CH2:15][CH2:14][CH2:13]1)[C:8]([O:10]C)=[O:9].CO.O.